Dataset: Full USPTO retrosynthesis dataset with 1.9M reactions from patents (1976-2016). Task: Predict the reactants needed to synthesize the given product. (1) Given the product [F:1][C:2]1[CH:7]=[CH:6][C:5]([B:8]([OH:9])[OH:10])=[C:4]([CH2:11][OH:12])[CH:3]=1, predict the reactants needed to synthesize it. The reactants are: [F:1][C:2]1[CH:7]=[CH:6][C:5]([B:8]([OH:10])[OH:9])=[C:4]([CH2:11][O:12][Si](C(C)C)(C(C)C)C(C)C)[CH:3]=1.FC(F)(F)C(O)=O. (2) Given the product [C:15]([O:14][C:12]([NH:6][C@H:5]([CH2:10][CH2:9][CH2:8][C:7]([C:23]1[CH:22]=[CH:21][C:20]([F:19])=[C:25]([F:26])[CH:24]=1)=[O:11])[C:3]([O:2][CH3:1])=[O:4])=[O:13])([CH3:18])([CH3:17])[CH3:16], predict the reactants needed to synthesize it. The reactants are: [CH3:1][O:2][C:3]([C@H:5]1[CH2:10][CH2:9][CH2:8][C:7](=[O:11])[N:6]1[C:12]([O:14][C:15]([CH3:18])([CH3:17])[CH3:16])=[O:13])=[O:4].[F:19][C:20]1[CH:21]=[C:22]([Mg]Br)[CH:23]=[CH:24][C:25]=1[F:26]. (3) Given the product [N:32]1([CH2:39][C:40]2[CH:48]=[CH:47][C:43]([CH2:44][CH2:2][CH2:1][NH:3][C:4]3[CH:9]=[C:8]([O:10][CH3:11])[C:7]([O:12][CH3:13])=[CH:6][C:5]=3[CH:14]3[CH2:23][CH2:22][C:21]4[CH:20]=[C:19]([OH:24])[CH:18]=[CH:17][C:16]=4[CH2:15]3)=[CH:42][CH:41]=2)[CH2:38][CH2:37][CH2:36][CH2:35][CH2:34][CH2:33]1, predict the reactants needed to synthesize it. The reactants are: [CH2:1]([NH:3][C:4]1[CH:9]=[C:8]([O:10][CH3:11])[C:7]([O:12][CH3:13])=[CH:6][C:5]=1[CH:14]1[CH2:23][CH2:22][C:21]2[CH:20]=[C:19]([O:24]C(=O)C(C)(C)C)[CH:18]=[CH:17][C:16]=2[CH2:15]1)[CH3:2].Cl.[N:32]1([CH2:39][C:40]2[CH:48]=[CH:47][C:43]([C:44](O)=O)=[CH:42][CH:41]=2)[CH2:38][CH2:37][CH2:36][CH2:35][CH2:34][CH2:33]1. (4) Given the product [Br:19][CH2:15][C:11]1[C:12]([F:14])=[CH:13][C:8]([C:7]([NH:6][S:3]([N:2]([CH3:1])[CH3:18])(=[O:5])=[O:4])=[O:17])=[C:9]([F:16])[CH:10]=1, predict the reactants needed to synthesize it. The reactants are: [CH3:1][N:2]([CH3:18])[S:3]([NH:6][C:7](=[O:17])[C:8]1[CH:13]=[C:12]([F:14])[C:11]([CH3:15])=[CH:10][C:9]=1[F:16])(=[O:5])=[O:4].[Br:19]N1C(=O)CCC1=O. (5) Given the product [Cl:8][C:4]1[CH:5]=[CH:6][CH:7]=[C:2]([Cl:1])[C:3]=1[S:9]([N:12]([CH2:14][C:15]1[O:19][CH:18]=[C:17]([C:20]([N:47]([CH2:46][C:43]2[CH:44]=[CH:45][C:40]([C:36]3[NH:37][CH2:38][CH2:39][N:35]=3)=[CH:41][CH:42]=2)[CH3:48])=[O:21])[CH:16]=1)[CH3:13])(=[O:10])=[O:11], predict the reactants needed to synthesize it. The reactants are: [Cl:1][C:2]1[CH:7]=[CH:6][CH:5]=[C:4]([Cl:8])[C:3]=1[S:9]([N:12]([CH2:14][C:15]1[O:19][CH:18]=[C:17]([C:20](O)=[O:21])[CH:16]=1)[CH3:13])(=[O:11])=[O:10].C1N=CN(C(N2C=NC=C2)=O)C=1.[NH:35]1[CH2:39][CH2:38][N:37]=[C:36]1[C:40]1[CH:45]=[CH:44][C:43]([CH2:46][NH:47][CH3:48])=[CH:42][CH:41]=1.Cl.CCN(C(C)C)C(C)C. (6) Given the product [CH3:1][C:2]1[O:6][C:5]([C:7]2[CH:8]=[CH:9][CH:10]=[CH:11][CH:12]=2)=[N:4][C:3]=1[CH2:13][CH:14]=[CH2:15], predict the reactants needed to synthesize it. The reactants are: [CH3:1][C:2]1[O:6][C:5]([C:7]2[CH:12]=[CH:11][CH:10]=[CH:9][CH:8]=2)=[N:4][C:3]=1[CH2:13][C:14]#[CH:15].C(OC(C(F)(F)F)=O)(C(F)(F)F)=O. (7) Given the product [C:1]([O:4][CH2:5][CH2:6][N:7]([CH2:19][C:20]1[CH:25]=[CH:24][C:23]([CH2:26][NH2:27])=[CH:22][CH:21]=1)[CH2:8][CH2:9][CH2:10][CH2:11][N:12]([CH2:13][CH2:14][CH3:15])[CH2:16][CH2:17][CH3:18])(=[O:3])[CH3:2], predict the reactants needed to synthesize it. The reactants are: [C:1]([O:4][CH2:5][CH2:6][N:7]([CH2:19][C:20]1[CH:25]=[CH:24][C:23]([CH2:26][N:27]=CC2C=CC=CC=2)=[CH:22][CH:21]=1)[CH2:8][CH2:9][CH2:10][CH2:11][N:12]([CH2:16][CH2:17][CH3:18])[CH2:13][CH2:14][CH3:15])(=[O:3])[CH3:2].Cl.